From a dataset of Catalyst prediction with 721,799 reactions and 888 catalyst types from USPTO. Predict which catalyst facilitates the given reaction. (1) Reactant: [CH3:1][O:2][C:3]([C:5]1[NH:6][CH:7]=[C:8]([I:10])[CH:9]=1)=[O:4].C(N(CC)CC)C.[C:18]1([CH3:28])[CH:23]=[CH:22][C:21]([S:24](Cl)(=[O:26])=[O:25])=[CH:20][CH:19]=1. Product: [CH3:1][O:2][C:3]([C:5]1[N:6]([S:24]([C:21]2[CH:22]=[CH:23][C:18]([CH3:28])=[CH:19][CH:20]=2)(=[O:26])=[O:25])[CH:7]=[C:8]([I:10])[CH:9]=1)=[O:4]. The catalyst class is: 112. (2) Reactant: C(OC([N:8]1[CH2:13][CH2:12][CH2:11][C@H:10]([NH:14][C:15]([C:17]2[C:21]([NH:22][C:23]([NH2:25])=[O:24])=[CH:20][N:19]([C:26]3[CH:31]=[CH:30][CH:29]=[C:28]([F:32])[CH:27]=3)[CH:18]=2)=[O:16])[CH2:9]1)=O)(C)(C)C.[CH2:33](N)[CH2:34][CH3:35].C(OCC)(=O)C. Product: [NH:8]1[CH2:13][CH2:12][CH2:11][C@H:10]([NH:14][C:15]([C:17]2[C:21]([NH:22][C:23]([NH:25][CH2:33][CH2:34][CH3:35])=[O:24])=[CH:20][N:19]([C:26]3[CH:31]=[CH:30][CH:29]=[C:28]([F:32])[CH:27]=3)[CH:18]=2)=[O:16])[CH2:9]1. The catalyst class is: 2.